From a dataset of Reaction yield outcomes from USPTO patents with 853,638 reactions. Predict the reaction yield, written as a fraction of the theoretical maximum amount of product (1.0 means a 100% yield; for example, 0.34 means a 34% yield). (1) The reactants are [CH:1]1([N:6]2[C:10]3[N:11]=[C:12]([NH2:15])[N:13]=[CH:14][C:9]=3[C:8]3[CH:16]=[CH:17][N:18]=[C:19]([F:20])[C:7]2=3)[CH2:5][CH2:4][CH2:3][CH2:2]1.[Si:21]([O:28][CH2:29][C@H:30]1[CH2:35][N:34]([C:36]2[CH:37]=[N:38][C:39](Cl)=[CH:40][CH:41]=2)[CH2:33][CH2:32][N:31]1[C:43]([O:45][C:46]([CH3:49])([CH3:48])[CH3:47])=[O:44])([C:24]([CH3:27])([CH3:26])[CH3:25])([CH3:23])[CH3:22].C1(P(C2C=CC=CC=2)C2C3OC4C(=CC=CC=4P(C4C=CC=CC=4)C4C=CC=CC=4)C(C)(C)C=3C=CC=2)C=CC=CC=1.CC(C)([O-])C.[Na+]. The catalyst is C1C=CC(/C=C/C(/C=C/C2C=CC=CC=2)=O)=CC=1.C1C=CC(/C=C/C(/C=C/C2C=CC=CC=2)=O)=CC=1.C1C=CC(/C=C/C(/C=C/C2C=CC=CC=2)=O)=CC=1.[Pd].[Pd].O1CCOCC1. The product is [Si:21]([O:28][CH2:29][C@H:30]1[CH2:35][N:34]([C:36]2[CH:37]=[N:38][C:39]([NH:15][C:12]3[N:13]=[CH:14][C:9]4[C:8]5[CH:16]=[CH:17][N:18]=[C:19]([F:20])[C:7]=5[N:6]([CH:1]5[CH2:2][CH2:3][CH2:4][CH2:5]5)[C:10]=4[N:11]=3)=[CH:40][CH:41]=2)[CH2:33][CH2:32][N:31]1[C:43]([O:45][C:46]([CH3:49])([CH3:48])[CH3:47])=[O:44])([C:24]([CH3:27])([CH3:26])[CH3:25])([CH3:23])[CH3:22]. The yield is 0.690. (2) The yield is 0.460. No catalyst specified. The product is [CH2:34]([C:37]1[CH:42]=[CH:41][CH:40]=[CH:39][CH:38]=1)[CH:35]=[C:3]([C:4]1[CH:5]=[CH:6][CH:7]=[CH:8][CH:9]=1)[CH3:2]. The reactants are [Br-].[CH2:2]([P+](C1C=CC=CC=1)(C1C=CC=CC=1)C1C=CC=CC=1)[CH2:3][C:4]1[CH:9]=[CH:8][CH:7]=[CH:6][CH:5]=1.[Li]CCCC.[C:34]([C:37]1[CH:42]=[CH:41][CH:40]=[CH:39][CH:38]=1)(=O)[CH3:35]. (3) The reactants are [Cl:1][C:2]1[N:3]=[C:4](Cl)[C:5]2[N:10]=[CH:9][S:8][C:6]=2[N:7]=1.[CH3:12][O:13][C:14]1[CH:15]=[C:16]([NH2:26])[CH:17]=[C:18]([N:20]2[CH2:24][CH2:23][CH2:22][C@@H:21]2[CH3:25])[CH:19]=1.CCN(C(C)C)C(C)C. The catalyst is CS(C)=O.O. The product is [Cl:1][C:2]1[N:3]=[C:4]([NH:26][C:16]2[CH:17]=[C:18]([N:20]3[CH2:24][CH2:23][CH2:22][C@@H:21]3[CH3:25])[CH:19]=[C:14]([O:13][CH3:12])[CH:15]=2)[C:5]2[N:10]=[CH:9][S:8][C:6]=2[N:7]=1. The yield is 0.770. (4) The reactants are C(Cl)Cl.[F:4][C:5]1[CH:10]=[CH:9][C:8]([F:11])=[CH:7][C:6]=1[C@H:12]1[CH2:16][CH2:15][CH2:14][N:13]1[C:17]1[CH:22]=[CH:21][N:20]2[N:23]=[CH:24][C:25]([NH2:26])=[C:19]2[N:18]=1.CCN(C(C)C)C(C)C.Cl[C:37](=[O:42])[C:38]([O:40][CH3:41])=[O:39]. No catalyst specified. The product is [F:4][C:5]1[CH:10]=[CH:9][C:8]([F:11])=[CH:7][C:6]=1[C@H:12]1[CH2:16][CH2:15][CH2:14][N:13]1[C:17]1[CH:22]=[CH:21][N:20]2[N:23]=[CH:24][C:25]([NH:26][C:37](=[O:42])[C:38]([O:40][CH3:41])=[O:39])=[C:19]2[N:18]=1. The yield is 0.850.